From a dataset of Full USPTO retrosynthesis dataset with 1.9M reactions from patents (1976-2016). Predict the reactants needed to synthesize the given product. Given the product [N:1]1[C:9]2[C:4](=[N:5][CH:6]=[CH:7][CH:8]=2)[S:3][C:2]=1[NH:10][C:11]1[O:27][C@@:20]2([C@@H:25]3[CH2:26][N:22]([CH2:23][CH2:24]3)[CH2:21]2)[CH2:19][N:18]=1, predict the reactants needed to synthesize it. The reactants are: [N:1]1[C:9]2[C:4](=[N:5][CH:6]=[CH:7][CH:8]=2)[S:3][C:2]=1[N:10]=[C:11](SC)SC.Cl.Cl.[NH2:18][CH2:19][C@@:20]1([OH:27])[C@@H:25]2[CH2:26][N:22]([CH2:23][CH2:24]2)[CH2:21]1.